This data is from Forward reaction prediction with 1.9M reactions from USPTO patents (1976-2016). The task is: Predict the product of the given reaction. (1) Given the reactants [C:1]([O:6][CH2:7][C:8]([F:11])([F:10])[F:9])(=[O:5])[C:2]([O-:4])=O.[CH2:12]([NH2:15])[CH2:13][NH2:14], predict the reaction product. The product is: [F:9][C:8]([F:11])([F:10])[CH2:7][O:6][C:1](=[O:5])[C:2]([NH:14][CH2:13][CH2:12][NH:15][C:2](=[O:4])[C:1]([OH:6])=[O:5])=[O:4]. (2) The product is: [CH3:9][O:8][C:7]1[C:2]([C:14]([CH3:18])=[CH2:13])=[N:3][C:4]([N+:10]([O-:12])=[O:11])=[CH:5][CH:6]=1. Given the reactants Br[C:2]1[C:7]([O:8][CH3:9])=[CH:6][CH:5]=[C:4]([N+:10]([O-:12])=[O:11])[N:3]=1.[CH3:13][C:14]1(C)[C:18](C)(C)OB(C(C)=C)O1.[O-]P([O-])([O-])=O.[K+].[K+].[K+].CC(N(C)C)=O, predict the reaction product. (3) Given the reactants [N:1]1[NH:2][CH:3]=[C:4]2[CH2:10][CH2:9][N:8]([C:11]([O:13][C:14]([CH3:17])([CH3:16])[CH3:15])=[O:12])[CH2:7][CH2:6][C:5]=12.[C:18]([C:20]1[CH:25]=[CH:24][C:23](B(O)O)=[CH:22][CH:21]=1)#[N:19].N1C=CC=CC=1, predict the reaction product. The product is: [C:18]([C:20]1[CH:25]=[CH:24][C:23]([N:2]2[CH:3]=[C:4]3[C:5]([CH2:6][CH2:7][N:8]([C:11]([O:13][C:14]([CH3:17])([CH3:16])[CH3:15])=[O:12])[CH2:9][CH2:10]3)=[N:1]2)=[CH:22][CH:21]=1)#[N:19].